Dataset: Catalyst prediction with 721,799 reactions and 888 catalyst types from USPTO. Task: Predict which catalyst facilitates the given reaction. (1) The catalyst class is: 850. Product: [CH3:1][C:2]1[C:7]([C:8]2[N:9]([C:17]3[CH:22]=[CH:21][C:20]([S:23]([NH:26][C:27](=[O:29])[CH3:28])(=[O:25])=[O:24])=[CH:19][CH:18]=3)[CH:10]=[C:11]([C:13]([F:14])([F:15])[F:16])[N:12]=2)=[CH:6][CH:5]=[CH:4][N:3]=1. Reactant: [CH3:1][C:2]1[C:7]([C:8]2[N:9]([C:17]3[CH:22]=[CH:21][C:20]([S:23]([NH2:26])(=[O:25])=[O:24])=[CH:19][CH:18]=3)[CH:10]=[C:11]([C:13]([F:16])([F:15])[F:14])[N:12]=2)=[CH:6][CH:5]=[CH:4][N:3]=1.[C:27](OC(=O)C)(=[O:29])[CH3:28].C(N(CC)CC)C. (2) Reactant: S(Cl)(Cl)=O.[F:5][C:6]1[CH:14]=[C:13]([F:15])[C:12]([F:16])=[CH:11][C:7]=1[C:8]([OH:10])=[O:9].[CH3:17][C:18]1[CH:23]=[CH:22][C:21](O)=[CH:20][CH:19]=1.C(N(CC)CC)C. Product: [F:5][C:6]1[CH:14]=[C:13]([F:15])[C:12]([F:16])=[CH:11][C:7]=1[C:8]([O:10][C:21]1[CH:22]=[CH:23][C:18]([CH3:17])=[CH:19][CH:20]=1)=[O:9]. The catalyst class is: 2. (3) Reactant: [N:1]1([C:10]2[CH:27]=[CH:26][C:13]([C:14]([N:16]3[CH2:20][CH2:19][C@H:18]([N:21]4[CH2:25][CH2:24][CH2:23][CH2:22]4)[CH2:17]3)=O)=[CH:12][CH:11]=2)[C:5]2[CH:6]=[CH:7][CH:8]=[CH:9][C:4]=2[N:3]=[CH:2]1.B.C1COCC1.[ClH:34].CCOCC. Product: [ClH:34].[N:1]1([C:10]2[CH:27]=[CH:26][C:13]([CH2:14][N:16]3[CH2:20][CH2:19][C@H:18]([N:21]4[CH2:25][CH2:24][CH2:23][CH2:22]4)[CH2:17]3)=[CH:12][CH:11]=2)[C:5]2[CH:6]=[CH:7][CH:8]=[CH:9][C:4]=2[N:3]=[CH:2]1. The catalyst class is: 76.